Dataset: Reaction yield outcomes from USPTO patents with 853,638 reactions. Task: Predict the reaction yield, written as a fraction of the theoretical maximum amount of product (1.0 means a 100% yield; for example, 0.34 means a 34% yield). (1) The reactants are [CH3:1][C:2]1([CH3:25])[C:11]2[C:6](=[CH:7][CH:8]=[C:9]([C:12]([F:15])([F:14])[F:13])[CH:10]=2)[NH:5][CH:4]([C:16]2[CH:21]=[CH:20][CH:19]=[C:18]([N+:22]([O-])=O)[CH:17]=2)[CH2:3]1. The catalyst is C(O)C.O.[Fe]. The product is [CH3:1][C:2]1([CH3:25])[C:11]2[C:6](=[CH:7][CH:8]=[C:9]([C:12]([F:15])([F:13])[F:14])[CH:10]=2)[NH:5][CH:4]([C:16]2[CH:17]=[C:18]([NH2:22])[CH:19]=[CH:20][CH:21]=2)[CH2:3]1. The yield is 0.956. (2) The reactants are [O:1]=[S:2]1(=[O:18])[CH2:7][CH2:6][N:5]([C:8]2[CH:9]=[C:10]([CH:15]=[CH:16][CH:17]=2)[C:11](OC)=[O:12])[CH2:4][CH2:3]1.[NH2:19][NH2:20]. The catalyst is CO. The product is [O:1]=[S:2]1(=[O:18])[CH2:7][CH2:6][N:5]([C:8]2[CH:9]=[C:10]([CH:15]=[CH:16][CH:17]=2)[C:11]([NH:19][NH2:20])=[O:12])[CH2:4][CH2:3]1. The yield is 0.310. (3) The reactants are C(N(S(F)(F)[F:7])CC)C.[Br:10][C:11]1[CH:24]=[CH:23][C:14]([O:15][CH:16]2[CH2:20][N:19]([CH3:21])[CH2:18][CH:17]2O)=[C:13]([O:25][CH3:26])[CH:12]=1. The catalyst is ClCCl. The product is [Br:10][C:11]1[CH:24]=[CH:23][C:14]([O:15][C@H:16]2[C@@H:17]([F:7])[CH2:18][N:19]([CH3:21])[CH2:20]2)=[C:13]([O:25][CH3:26])[CH:12]=1. The yield is 0.390. (4) The reactants are [Br:1][C:2]1[C:3](F)=[C:4]2[C:10]([NH:11][C:12](=[O:17])[C:13]([CH3:16])([CH3:15])[CH3:14])=[CH:9][NH:8][C:5]2=[N:6][CH:7]=1.[NH:19]1[CH2:24][CH2:23][CH2:22][C@@H:21]([NH:25]C(=O)OC(C)(C)C)[CH2:20]1.C(O)(C(F)(F)F)=O.C(Cl)[Cl:41]. The catalyst is CCCCO. The product is [ClH:41].[NH2:25][C@@H:21]1[CH2:22][CH2:23][CH2:24][N:19]([C:3]2[C:2]([Br:1])=[CH:7][N:6]=[C:5]3[NH:8][CH:9]=[C:10]([NH:11][C:12](=[O:17])[C:13]([CH3:16])([CH3:15])[CH3:14])[C:4]=23)[CH2:20]1. The yield is 0.320. (5) The reactants are [I:1][C:2]1[CH:8]=[CH:7][C:5]([NH2:6])=[C:4]([F:9])[CH:3]=1.[C:10](OC(=O)C)(=[O:12])C.C(O)=O. The catalyst is O1CCCC1.C1(C)C=CC=CC=1.C(OCC)(=O)C.Cl. The product is [F:9][C:4]1[CH:3]=[C:2]([I:1])[CH:8]=[CH:7][C:5]=1[NH:6][CH:10]=[O:12]. The yield is 0.970. (6) The reactants are C([O:3][C:4]([C:6]1[CH:10]=[C:9]([C:11]2[CH:16]=[C:15]([Cl:17])[CH:14]=[CH:13][C:12]=2[F:18])[O:8][N:7]=1)=O)C.[H-].C([Al+]CC(C)C)C(C)C. The catalyst is ClCCl. The product is [Cl:17][C:15]1[CH:14]=[CH:13][C:12]([F:18])=[C:11]([C:9]2[O:8][N:7]=[C:6]([CH:4]=[O:3])[CH:10]=2)[CH:16]=1. The yield is 0.840. (7) The reactants are [Cl:1][C:2]1[C:3]([OH:14])=[N:4][C:5]2[C:10]([N:11]=1)=[CH:9][CH:8]=[C:7]([O:12][CH3:13])[CH:6]=2.C([O-])([O-])=O.[Cs+].[Cs+].BrC1C=CC(S(O[C@@H:32]2[CH2:36][N:35]([C:37]([O:39][C:40]([CH3:43])([CH3:42])[CH3:41])=[O:38])[C@H:34]([C:44]([O:46][CH3:47])=[O:45])[CH2:33]2)(=O)=O)=CC=1. The catalyst is CN1C(=O)CCC1.O.CCOC(C)=O. The product is [Cl:1][C:2]1[C:3]([O:14][C@H:32]2[CH2:36][N:35]([C:37]([O:39][C:40]([CH3:43])([CH3:42])[CH3:41])=[O:38])[C@H:34]([C:44]([O:46][CH3:47])=[O:45])[CH2:33]2)=[N:4][C:5]2[C:10]([N:11]=1)=[CH:9][CH:8]=[C:7]([O:12][CH3:13])[CH:6]=2. The yield is 0.350.